From a dataset of Forward reaction prediction with 1.9M reactions from USPTO patents (1976-2016). Predict the product of the given reaction. Given the reactants [CH3:1][C:2]1[C:7]2[O:8][CH2:9][CH2:10][O:11][C:6]=2[CH:5]=[C:4]([CH2:12][C@@H:13]([O:38][C:39]([N:41]2[CH2:46][CH2:45][CH:44]([N:47]3[CH2:53][CH2:52][C:51]4[CH:54]=[CH:55][CH:56]=[CH:57][C:50]=4[NH:49][C:48]3=[O:58])[CH2:43][CH2:42]2)=[O:40])[C:14]([N:16]2[CH2:21][CH2:20][CH:19]([N:22]3[CH2:27][CH2:26][N:25](C(OCC4C=CC=CC=4)=O)[CH2:24][CH2:23]3)[CH2:18][CH2:17]2)=[O:15])[CH:3]=1.[H][H], predict the reaction product. The product is: [O:58]=[C:48]1[N:47]([CH:44]2[CH2:45][CH2:46][N:41]([C:39]([O:38][C@H:13]([CH2:12][C:4]3[CH:3]=[C:2]([CH3:1])[C:7]4[O:8][CH2:9][CH2:10][O:11][C:6]=4[CH:5]=3)[C:14](=[O:15])[N:16]3[CH2:21][CH2:20][CH:19]([N:22]4[CH2:23][CH2:24][NH:25][CH2:26][CH2:27]4)[CH2:18][CH2:17]3)=[O:40])[CH2:42][CH2:43]2)[CH2:53][CH2:52][C:51]2[CH:54]=[CH:55][CH:56]=[CH:57][C:50]=2[NH:49]1.